From a dataset of Catalyst prediction with 721,799 reactions and 888 catalyst types from USPTO. Predict which catalyst facilitates the given reaction. (1) Reactant: [Cr](O[Cr]([O-])(=O)=O)([O-])(=O)=O.[NH+]1C=CC=CC=1.[NH+]1C=CC=CC=1.[Cl:22][C:23]1[CH:24]=[C:25]2[C:29](=[CH:30][CH:31]=1)[N:28]([C:32]1[N:36]([CH3:37])[N:35]=[C:34]([CH3:38])[C:33]=1[CH2:39][CH2:40][CH2:41][OH:42])[CH:27]=[CH:26]2. Product: [Cl:22][C:23]1[CH:24]=[C:25]2[C:29](=[CH:30][CH:31]=1)[N:28]([C:32]1[N:36]([CH3:37])[N:35]=[C:34]([CH3:38])[C:33]=1[CH2:39][CH2:40][CH:41]=[O:42])[CH:27]=[CH:26]2. The catalyst class is: 4. (2) Reactant: [CH3:1][O:2][C:3]1[CH:8]=[CH:7][C:6]([CH2:9][C:10]#[N:11])=[CH:5][CH:4]=1.BrBr.[Al+3].[Cl-].[Cl-].[Cl-].Cl. Product: [CH3:1][O:2][C:3]1[CH:8]=[CH:7][C:6]([CH:9]([C:3]2[CH:8]=[CH:7][CH:6]=[CH:5][CH:4]=2)[C:10]#[N:11])=[CH:5][CH:4]=1. The catalyst class is: 48. (3) Reactant: [C:1]([O:5][C:6]([NH:8][C@@H:9]([C:18]([OH:20])=O)[CH2:10][C:11]1[CH:16]=[CH:15][CH:14]=[C:13]([Cl:17])[CH:12]=1)=[O:7])([CH3:4])([CH3:3])[CH3:2].CCN(C(C)C)C(C)C.Cl.[CH3:31][O:32][C:33]1[CH:34]=[C:35]([C:41]2[C@@H:50]3[C@@H:45]([CH2:46][CH2:47][CH2:48][CH2:49]3)[C:44](=[O:51])[N:43]([CH:52]3[CH2:57][CH2:56][NH:55][CH2:54][CH2:53]3)[N:42]=2)[CH:36]=[CH:37][C:38]=1[O:39][CH3:40].CCOC(C(C#N)=NOC(N1CCOCC1)=[N+](C)C)=O.F[P-](F)(F)(F)(F)F.C(=O)(O)[O-].[Na+]. Product: [Cl:17][C:13]1[CH:12]=[C:11]([CH2:10][C@@H:9]([NH:8][C:6](=[O:7])[O:5][C:1]([CH3:2])([CH3:3])[CH3:4])[C:18]([N:55]2[CH2:56][CH2:57][CH:52]([N:43]3[N:42]=[C:41]([C:35]4[CH:36]=[CH:37][C:38]([O:39][CH3:40])=[C:33]([O:32][CH3:31])[CH:34]=4)[C@@H:50]4[C@@H:45]([CH2:46][CH2:47][CH2:48][CH2:49]4)[C:44]3=[O:51])[CH2:53][CH2:54]2)=[O:20])[CH:16]=[CH:15][CH:14]=1. The catalyst class is: 2. (4) Reactant: C(OC(=O)CCC1C=CC(O)=CC=1C)C.ClC(C1C(C)=NC(C2C=CC(C(F)(F)F)=CC=2)=CC=1)CC(C)C.[CH3:39][C:40]1[C:45]([CH2:46][OH:47])=[CH:44][CH:43]=[C:42]([C:48]2[CH:53]=[CH:52][C:51]([C:54]([F:57])([F:56])[F:55])=[CH:50][CH:49]=2)[N:41]=1. Product: [CH3:39][C:40]1[C:45]([CH:46]=[O:47])=[CH:44][CH:43]=[C:42]([C:48]2[CH:53]=[CH:52][C:51]([C:54]([F:56])([F:55])[F:57])=[CH:50][CH:49]=2)[N:41]=1. The catalyst class is: 697. (5) Reactant: O[C@@:2]([C:30]1[CH:31]=[C:32]2[C:37](=[CH:38][CH:39]=1)[CH:36]=[C:35]([C:40]([NH:42][CH3:43])=[O:41])[CH:34]=[CH:33]2)([C:6]1[N:7]=[CH:8][N:9](C(C2C=CC=CC=2)(C2C=CC=CC=2)C2C=CC=CC=2)[CH:10]=1)[CH2:3][CH2:4]O.C(N(C(C)C)C(C)C)C.CS(Cl)(=O)=[O:55].C(=O)([O-])[O-].[Na+].[Na+]. Product: [OH:55][C:10]1[N:9]=[CH:8][N:7]2[CH2:4][CH2:3][C@@H:2]([C:30]3[CH:31]=[C:32]4[C:37](=[CH:38][CH:39]=3)[CH:36]=[C:35]([C:40]([NH:42][CH3:43])=[O:41])[CH:34]=[CH:33]4)[C:6]=12. The catalyst class is: 90. (6) Reactant: [CH3:1][O:2][C:3]([C:5]1[CH:6]=[C:7]([C:12]2[CH:17]=[CH:16][C:15]([CH3:18])=[CH:14][CH:13]=2)[CH:8]=[C:9](I)[CH:10]=1)=[O:4].[O:19]1[C:23]2[CH:24]=[CH:25][CH:26]=[CH:27][C:22]=2[NH:21][C:20]1=[O:28].[O-]P([O-])([O-])=O.[K+].[K+].[K+].CNC1CCCCC1NC. Product: [CH3:1][O:2][C:3]([C:5]1[CH:6]=[C:7]([C:12]2[CH:17]=[CH:16][C:15]([CH3:18])=[CH:14][CH:13]=2)[CH:8]=[C:9]([N:21]2[C:22]3[CH:27]=[CH:26][CH:25]=[CH:24][C:23]=3[O:19][C:20]2=[O:28])[CH:10]=1)=[O:4]. The catalyst class is: 122. (7) Reactant: I[C:2]1[CH:26]=[CH:25][CH:24]=[CH:23][C:3]=1[CH2:4][O:5][NH:6][C:7](=[O:22])[C:8]1[CH:13]=[CH:12][CH:11]=[CH:10][C:9]=1[NH:14][CH2:15][C:16]1[CH:21]=[CH:20][N:19]=[CH:18][CH:17]=1.[CH3:27][C:28]([CH3:35])([CH3:34])[CH:29]=[CH:30]B(O)O.C(=O)([O-])[O-].[Na+].[Na+].C([O-])(=O)C.[NH4+]. Product: [CH3:27][C:28]([CH3:35])([CH3:34])[CH:29]=[CH:30][C:2]1[CH:26]=[CH:25][CH:24]=[CH:23][C:3]=1[CH2:4][O:5][NH:6][C:7](=[O:22])[C:8]1[CH:13]=[CH:12][CH:11]=[CH:10][C:9]=1[NH:14][CH2:15][C:16]1[CH:21]=[CH:20][N:19]=[CH:18][CH:17]=1. The catalyst class is: 741. (8) Reactant: [CH3:1][N:2]([CH3:20])[C:3]1[C:8]([NH:9]C(=O)OC(C)(C)C)=[CH:7][C:6]([N+:17]([O-:19])=[O:18])=[CH:5][N:4]=1.FC(F)(F)C(O)=O. Product: [CH3:1][N:2]([CH3:20])[C:3]1[C:8]([NH2:9])=[CH:7][C:6]([N+:17]([O-:19])=[O:18])=[CH:5][N:4]=1. The catalyst class is: 4.